This data is from Reaction yield outcomes from USPTO patents with 853,638 reactions. The task is: Predict the reaction yield, written as a fraction of the theoretical maximum amount of product (1.0 means a 100% yield; for example, 0.34 means a 34% yield). (1) The reactants are [CH:1]1([N:10]2[CH2:14][CH2:13][CH:12]([C:15]([C:17]3[N:21]([CH3:22])[N:20]=[C:19]([O:23][CH3:24])[CH:18]=3)=[O:16])[C:11]2=[O:25])[C:9]2[C:4](=[CH:5][CH:6]=[CH:7][CH:8]=2)[CH2:3][CH2:2]1.[BH4-].[Na+]. The catalyst is CO. The product is [CH:1]1([N:10]2[CH2:14][CH2:13][CH:12]([CH:15]([OH:16])[C:17]3[N:21]([CH3:22])[N:20]=[C:19]([O:23][CH3:24])[CH:18]=3)[C:11]2=[O:25])[C:9]2[C:4](=[CH:5][CH:6]=[CH:7][CH:8]=2)[CH2:3][CH2:2]1. The yield is 0.340. (2) The reactants are [Cl:1][C:2]1[CH:18]=[CH:17][C:5]2[CH2:6][CH2:7][N:8]([C:11](=[O:16])[C:12]([F:15])([F:14])[F:13])[CH2:9][CH2:10][C:4]=2[C:3]=1OS(C(F)(F)F)(=O)=O.[F:27][C:28]1[CH:33]=[CH:32][C:31]([C@@H:34]([NH2:36])[CH3:35])=[CH:30][CH:29]=1. The catalyst is C1(C)C=CC=CC=1. The product is [Cl:1][C:2]1[CH:18]=[CH:17][C:5]2[CH2:6][CH2:7][N:8]([C:11](=[O:16])[C:12]([F:14])([F:15])[F:13])[CH2:9][CH2:10][C:4]=2[C:3]=1[NH:36][C@H:34]([C:31]1[CH:32]=[CH:33][C:28]([F:27])=[CH:29][CH:30]=1)[CH3:35]. The yield is 0.580. (3) The reactants are [F:1][C:2]1([F:18])[CH:6]2[C:7]([C:11]3[CH:16]=[CH:15][CH:14]=[CH:13][C:12]=3[F:17])([CH3:10])[NH:8][O:9][CH:5]2[CH2:4][CH2:3]1.CCCCCCC. The catalyst is C(O)C. The product is [F:18][C:2]1([F:1])[C@H:6]2[C@@:7]([C:11]3[CH:16]=[CH:15][CH:14]=[CH:13][C:12]=3[F:17])([CH3:10])[NH:8][O:9][C@H:5]2[CH2:4][CH2:3]1. The yield is 0.110. (4) The reactants are Cl[C:2]1[C:14]2[C:13]3[C:8](=[CH:9][C:10]([C:17]4[C:18]([CH3:23])=[N:19][O:20][C:21]=4[CH3:22])=[C:11]([O:15][CH3:16])[CH:12]=3)[NH:7][C:6]=2[N:5]=[C:4]([CH3:24])[N:3]=1.C[C:26]1([C:50]([O-:52])=[O:51])[CH2:30][C:29](B2OC(C)(C)C(C)(C)O2)=[C:28]([CH:40]([CH3:42])[CH3:41])[N:27]1C(OC(C)(C)C)=O.[C:53]([O-])([O-])=O.[Na+].[Na+]. The catalyst is C1C=CC(P(C2C=CC=CC=2)[C-]2C=CC=C2)=CC=1.C1C=CC(P(C2C=CC=CC=2)[C-]2C=CC=C2)=CC=1.Cl[Pd]Cl.[Fe+2].C(Cl)Cl.COCCOC. The product is [CH3:23][C:18]1[C:17]([C:10]2[CH:9]=[C:8]3[C:13]([C:14]4[C:2]([C:29]5[CH:30]=[C:26]([C:50]([O:52][CH3:53])=[O:51])[NH:27][C:28]=5[CH:40]([CH3:41])[CH3:42])=[N:3][C:4]([CH3:24])=[N:5][C:6]=4[NH:7]3)=[CH:12][C:11]=2[O:15][CH3:16])=[C:21]([CH3:22])[O:20][N:19]=1. The yield is 0.400. (5) The reactants are [NH2:1][C:2]1[CH:3]=[C:4]2[C:8](=[CH:9][CH:10]=1)[NH:7][C:6](=[O:11])[CH2:5]2.[NH:12]1[C:16]2[CH:17]=[CH:18][C:19]([CH:21]=O)=[CH:20][C:15]=2[N:14]=[N:13]1.N1CCCCC1. The catalyst is CCO. The product is [NH:12]1[C:16]2[CH:17]=[CH:18][C:19](/[CH:21]=[C:5]3/[C:6](=[O:11])[NH:7][C:8]4[C:4]/3=[CH:3][C:2]([NH2:1])=[CH:10][CH:9]=4)=[CH:20][C:15]=2[N:14]=[N:13]1. The yield is 0.200. (6) The reactants are [N:1]1([C:7]2[C:8]3[S:28][C:27]([CH2:29][N:30]4[CH2:35][CH2:34][N:33]([C:36]([CH3:41])([CH3:40])[C:37]([NH2:39])=[O:38])[CH2:32][CH2:31]4)=[CH:26][C:9]=3[N:10]=[C:11]([Sn](CCCC)(CCCC)CCCC)[N:12]=2)[CH2:6][CH2:5][O:4][CH2:3][CH2:2]1.Br[C:43]1[C:48]([CH3:49])=[N:47][CH:46]=[C:45]2[NH:50][CH:51]=[CH:52][C:44]=12. The catalyst is O1CCOCC1.C1C=CC([P]([Pd]([P](C2C=CC=CC=2)(C2C=CC=CC=2)C2C=CC=CC=2)([P](C2C=CC=CC=2)(C2C=CC=CC=2)C2C=CC=CC=2)[P](C2C=CC=CC=2)(C2C=CC=CC=2)C2C=CC=CC=2)(C2C=CC=CC=2)C2C=CC=CC=2)=CC=1.S1C=CC=C1C([O-])=O.[Cu+]. The product is [CH3:40][C:36]([N:33]1[CH2:34][CH2:35][N:30]([CH2:29][C:27]2[S:28][C:8]3[C:7]([N:1]4[CH2:2][CH2:3][O:4][CH2:5][CH2:6]4)=[N:12][C:11]([C:43]4[C:48]([CH3:49])=[N:47][CH:46]=[C:45]5[NH:50][CH:51]=[CH:52][C:44]=45)=[N:10][C:9]=3[CH:26]=2)[CH2:31][CH2:32]1)([CH3:41])[C:37]([NH2:39])=[O:38]. The yield is 0.430.